Dataset: Full USPTO retrosynthesis dataset with 1.9M reactions from patents (1976-2016). Task: Predict the reactants needed to synthesize the given product. Given the product [CH3:36][C:37]1([C:43]2[CH:44]=[C:45]([NH:49][S:50]([CH3:53])(=[O:52])=[O:51])[CH:46]=[CH:47][CH:48]=2)[CH:42]2[CH:38]1[CH2:39][N:40]([C:10](=[O:12])[CH2:9][CH2:8][CH2:7][C:1]1[CH:2]=[CH:3][CH:4]=[CH:5][CH:6]=1)[CH2:41]2, predict the reactants needed to synthesize it. The reactants are: [C:1]1([CH2:7][CH2:8][CH2:9][C:10]([OH:12])=O)[CH:6]=[CH:5][CH:4]=[CH:3][CH:2]=1.O.ON1C2C=CC=CC=2N=N1.Cl.CN(C)CCCN=C=NCC.[CH3:36][C:37]1([C:43]2[CH:44]=[C:45]([NH:49][S:50]([CH3:53])(=[O:52])=[O:51])[CH:46]=[CH:47][CH:48]=2)[CH:42]2[CH:38]1[CH2:39][NH:40][CH2:41]2.C(=O)([O-])O.[Na+].